From a dataset of Reaction yield outcomes from USPTO patents with 853,638 reactions. Predict the reaction yield, written as a fraction of the theoretical maximum amount of product (1.0 means a 100% yield; for example, 0.34 means a 34% yield). (1) The reactants are [Cl:1][C:2]1[CH:11]=[C:10]2[C:5]([CH:6]=[CH:7][C:8]([CH3:12])=[N:9]2)=[C:4]([N:13]2[CH2:18][CH2:17][N:16]([CH2:19][CH2:20][C:21]3[CH:22]=[C:23]([CH:25]=[CH:26][CH:27]=3)[NH2:24])[CH2:15][CH2:14]2)[CH:3]=1.[C:28]([Cl:31])(=[O:30])[CH3:29]. No catalyst specified. The product is [ClH:1].[ClH:31].[Cl:1][C:2]1[CH:11]=[C:10]2[C:5]([CH:6]=[CH:7][C:8]([CH3:12])=[N:9]2)=[C:4]([N:13]2[CH2:14][CH2:15][N:16]([CH2:19][CH2:20][C:21]3[CH:22]=[C:23]([NH:24][C:28](=[O:30])[CH3:29])[CH:25]=[CH:26][CH:27]=3)[CH2:17][CH2:18]2)[CH:3]=1. The yield is 0.650. (2) The reactants are [F:1][C:2]1[CH:7]=[C:6]([F:8])[CH:5]=[CH:4][C:3]=1[OH:9].[CH2:10](Br)[C:11]1[CH:16]=[CH:15][CH:14]=[CH:13][CH:12]=1.C(=O)([O-])[O-].[K+].[K+].O. The catalyst is CN(C)C=O. The product is [CH2:10]([O:9][C:3]1[CH:4]=[CH:5][C:6]([F:8])=[CH:7][C:2]=1[F:1])[C:11]1[CH:16]=[CH:15][CH:14]=[CH:13][CH:12]=1. The yield is 0.250.